Task: Predict the reaction yield, written as a fraction of the theoretical maximum amount of product (1.0 means a 100% yield; for example, 0.34 means a 34% yield).. Dataset: Reaction yield outcomes from USPTO patents with 853,638 reactions (1) The reactants are [CH3:1][C:2]1[C:10]([N+:11]([O-:13])=[O:12])=[CH:9][CH:8]=[CH:7][C:3]=1[C:4]([OH:6])=[O:5].OS(O)(=O)=O.[Br:19]N1C(C)(C)C(=O)N(Br)C1=O. The catalyst is O. The product is [Br:19][C:8]1[CH:9]=[C:10]([N+:11]([O-:13])=[O:12])[C:2]([CH3:1])=[C:3]([CH:7]=1)[C:4]([OH:6])=[O:5]. The yield is 0.998. (2) The reactants are [CH2:1]([N:8]1[CH:16]=[C:15]2[C:10]([CH:11]=[C:12]([C:17]3[CH:18]=[C:19]([C@H:27]4[CH2:32][CH2:31][CH2:30][NH:29][CH2:28]4)[N:20]4[C:25]=3[C:24]([NH2:26])=[N:23][CH:22]=[N:21]4)[CH:13]=[CH:14]2)=[N:9]1)[C:2]1[CH:7]=[CH:6][CH:5]=[CH:4][CH:3]=1.[CH3:33][N:34]([CH3:39])[CH2:35][C:36](O)=[O:37].CCN=C=NCCCN(C)C.Cl.C1C=CC2N(O)N=NC=2C=1.C(N(CC)C(C)C)(C)C. The catalyst is CN(C=O)C. The product is [CH2:1]([N:8]1[CH:16]=[C:15]2[C:10]([CH:11]=[C:12]([C:17]3[CH:18]=[C:19]([C@H:27]4[CH2:32][CH2:31][CH2:30][N:29]([C:36](=[O:37])[CH2:35][N:34]([CH3:39])[CH3:33])[CH2:28]4)[N:20]4[C:25]=3[C:24]([NH2:26])=[N:23][CH:22]=[N:21]4)[CH:13]=[CH:14]2)=[N:9]1)[C:2]1[CH:3]=[CH:4][CH:5]=[CH:6][CH:7]=1. The yield is 0.270.